This data is from Forward reaction prediction with 1.9M reactions from USPTO patents (1976-2016). The task is: Predict the product of the given reaction. (1) Given the reactants [Cl:1][C:2]1[CH:10]=[C:9]2[C:5]([C:6]([C:11]3[CH2:12][CH2:13][N:14]([CH2:17][CH2:18][CH2:19][CH2:20][CH:21]4[C:29]5[C:24](=[CH:25][CH:26]=[CH:27][CH:28]=5)[NH:23][CH2:22]4)[CH2:15][CH:16]=3)=[CH:7][NH:8]2)=[CH:4][CH:3]=1.C(N(CC)CC)C.[C:37](Cl)(=[O:39])[CH3:38], predict the reaction product. The product is: [C:37]([N:23]1[C:24]2[C:29](=[CH:28][CH:27]=[CH:26][CH:25]=2)[CH:21]([CH2:20][CH2:19][CH2:18][CH2:17][N:14]2[CH2:13][CH:12]=[C:11]([C:6]3[C:5]4[C:9](=[CH:10][C:2]([Cl:1])=[CH:3][CH:4]=4)[NH:8][CH:7]=3)[CH2:16][CH2:15]2)[CH2:22]1)(=[O:39])[CH3:38]. (2) Given the reactants [Cl:1][C:2]1[CH:35]=[CH:34][CH:33]=[CH:32][C:3]=1[O:4][C:5]1[CH2:9][N:8]([C@@H:10]([CH2:27][CH2:28][O:29][CH3:30])[C:11]([NH:13][C:14]2[CH:18]=[CH:17][N:16]([CH2:19][C@@H:20]3[CH2:24][O:23]C(C)(C)[O:21]3)[N:15]=2)=[O:12])[C:7](=[O:31])[CH:6]=1.O.C1(C)C=CC(S(O)(=O)=O)=CC=1, predict the reaction product. The product is: [Cl:1][C:2]1[CH:35]=[CH:34][CH:33]=[CH:32][C:3]=1[O:4][C:5]1[CH2:9][N:8]([C@@H:10]([CH2:27][CH2:28][O:29][CH3:30])[C:11]([NH:13][C:14]2[CH:18]=[CH:17][N:16]([CH2:19][C@@H:20]([OH:21])[CH2:24][OH:23])[N:15]=2)=[O:12])[C:7](=[O:31])[CH:6]=1. (3) Given the reactants [CH2:1]([O:3][C:4](=[O:18])[NH:5][C:6](=[O:17])/[C:7](/[C:15]#[N:16])=[CH:8]\[C:9]1[CH:14]=[CH:13][CH:12]=[CH:11][CH:10]=1)[CH3:2].[CH3:19]C(O)C, predict the reaction product. The product is: [CH:1]([O:3][C:4](=[O:18])[NH:5][C:6](=[O:17])/[C:7](/[C:15]#[N:16])=[CH:8]\[C:9]1[CH:14]=[CH:13][CH:12]=[CH:11][CH:10]=1)([CH3:19])[CH3:2]. (4) Given the reactants [O:1]1[CH2:6][CH:5]=[C:4]([C:7]2[N:8]=[CH:9][C:10]([NH2:13])=[N:11][CH:12]=2)[CH2:3][CH2:2]1.N#N.[H][H], predict the reaction product. The product is: [O:1]1[CH2:2][CH2:3][CH:4]([C:7]2[N:8]=[CH:9][C:10]([NH2:13])=[N:11][CH:12]=2)[CH2:5][CH2:6]1. (5) Given the reactants [CH2:1]([C@@:4]1([C:20]2[CH:25]=[CH:24][C:23]([F:26])=[CH:22][CH:21]=2)[O:9][C:8](=[O:10])[N:7]([C@H:11]([C:13]2[CH:18]=[CH:17][C:16](Br)=[CH:15][CH:14]=2)[CH3:12])[CH2:6][CH2:5]1)[CH:2]=[CH2:3].C(N(CC)CC)C.C1(P(C2C=CC=CC=2)CCCP(C2C=CC=CC=2)C2C=CC=CC=2)C=CC=CC=1, predict the reaction product. The product is: [CH2:1]([C@@:4]1([C:20]2[CH:25]=[CH:24][C:23]([F:26])=[CH:22][CH:21]=2)[O:9][C:8](=[O:10])[N:7]([C@H:11]([C:13]2[CH:18]=[CH:17][C:16]([C:8]([O:9][CH3:4])=[O:10])=[CH:15][CH:14]=2)[CH3:12])[CH2:6][CH2:5]1)[CH:2]=[CH2:3].